Dataset: NCI-60 drug combinations with 297,098 pairs across 59 cell lines. Task: Regression. Given two drug SMILES strings and cell line genomic features, predict the synergy score measuring deviation from expected non-interaction effect. (1) Drug 1: CC12CCC3C(C1CCC2O)C(CC4=C3C=CC(=C4)O)CCCCCCCCCS(=O)CCCC(C(F)(F)F)(F)F. Drug 2: CC1=C(C(=O)C2=C(C1=O)N3CC4C(C3(C2COC(=O)N)OC)N4)N. Cell line: M14. Synergy scores: CSS=52.6, Synergy_ZIP=-3.71, Synergy_Bliss=-4.35, Synergy_Loewe=-40.2, Synergy_HSA=-2.45. (2) Drug 1: CC1C(C(CC(O1)OC2CC(CC3=C2C(=C4C(=C3O)C(=O)C5=C(C4=O)C(=CC=C5)OC)O)(C(=O)C)O)N)O.Cl. Drug 2: C1CN(CCN1C(=O)CCBr)C(=O)CCBr. Cell line: CCRF-CEM. Synergy scores: CSS=73.0, Synergy_ZIP=-2.31, Synergy_Bliss=-1.01, Synergy_Loewe=-9.13, Synergy_HSA=1.42. (3) Drug 1: COC1=CC(=CC(=C1O)OC)C2C3C(COC3=O)C(C4=CC5=C(C=C24)OCO5)OC6C(C(C7C(O6)COC(O7)C8=CC=CS8)O)O. Drug 2: C(CC(=O)O)C(=O)CN.Cl. Cell line: LOX IMVI. Synergy scores: CSS=23.4, Synergy_ZIP=-11.2, Synergy_Bliss=-12.7, Synergy_Loewe=-9.77, Synergy_HSA=-7.24. (4) Drug 1: CC(CN1CC(=O)NC(=O)C1)N2CC(=O)NC(=O)C2. Drug 2: C1=NNC2=C1C(=O)NC=N2. Cell line: HCT-15. Synergy scores: CSS=36.3, Synergy_ZIP=-0.870, Synergy_Bliss=5.81, Synergy_Loewe=-11.1, Synergy_HSA=3.76. (5) Drug 1: CCC(=C(C1=CC=CC=C1)C2=CC=C(C=C2)OCCN(C)C)C3=CC=CC=C3.C(C(=O)O)C(CC(=O)O)(C(=O)O)O. Drug 2: CN1C2=C(C=C(C=C2)N(CCCl)CCCl)N=C1CCCC(=O)O.Cl. Cell line: KM12. Synergy scores: CSS=-1.89, Synergy_ZIP=3.25, Synergy_Bliss=0.320, Synergy_Loewe=-4.26, Synergy_HSA=-4.08. (6) Drug 1: C1C(C(OC1N2C=C(C(=O)NC2=O)F)CO)O. Drug 2: C(=O)(N)NO. Cell line: SK-MEL-5. Synergy scores: CSS=12.0, Synergy_ZIP=-2.15, Synergy_Bliss=3.87, Synergy_Loewe=-60.0, Synergy_HSA=-3.45. (7) Drug 1: C1=NC2=C(N=C(N=C2N1C3C(C(C(O3)CO)O)O)F)N. Drug 2: CS(=O)(=O)OCCCCOS(=O)(=O)C. Cell line: NCIH23. Synergy scores: CSS=4.84, Synergy_ZIP=-3.96, Synergy_Bliss=-1.16, Synergy_Loewe=-1.49, Synergy_HSA=-1.52. (8) Cell line: HOP-62. Drug 1: C(CC(=O)O)C(=O)CN.Cl. Synergy scores: CSS=15.8, Synergy_ZIP=-8.17, Synergy_Bliss=-11.4, Synergy_Loewe=-8.03, Synergy_HSA=-11.8. Drug 2: C1CC(=O)NC(=O)C1N2C(=O)C3=CC=CC=C3C2=O.